Dataset: Catalyst prediction with 721,799 reactions and 888 catalyst types from USPTO. Task: Predict which catalyst facilitates the given reaction. (1) Reactant: Cl.[NH:2]1[CH2:7][CH2:6][O:5][CH2:4][CH:3]1[C:8]([OH:10])=[O:9].[N:11]([O-])=[O:12].[Na+]. Product: [N:11]([N:2]1[CH2:7][CH2:6][O:5][CH2:4][CH:3]1[C:8]([OH:10])=[O:9])=[O:12]. The catalyst class is: 6. (2) Product: [O:1]=[C:2]1[CH2:7][CH2:6][CH2:5][CH2:4][N:3]1[CH2:8][C:9]1[CH:10]=[CH:11][C:12]([C:13]([OH:15])=[O:14])=[CH:17][CH:18]=1. The catalyst class is: 24. Reactant: [O:1]=[C:2]1[CH2:7][CH2:6][CH2:5][CH2:4][N:3]1[CH2:8][C:9]1[CH:18]=[CH:17][C:12]([C:13]([O:15]C)=[O:14])=[CH:11][CH:10]=1.O.[OH-].[Li+]. (3) Reactant: [Cl:1][C:2]1[CH:10]=[C:9]2[C:5]([CH:6]=[C:7]([CH2:11][OH:12])[NH:8]2)=[CH:4][C:3]=1[C:13]#[N:14].N1C=CN=C1.[CH3:20][C:21]([Si:24](Cl)([CH3:26])[CH3:25])([CH3:23])[CH3:22].CCCCC. Product: [Si:24]([O:12][CH2:11][C:7]1[NH:8][C:9]2[C:5]([CH:6]=1)=[CH:4][C:3]([C:13]#[N:14])=[C:2]([Cl:1])[CH:10]=2)([C:21]([CH3:23])([CH3:22])[CH3:20])([CH3:26])[CH3:25]. The catalyst class is: 3. (4) Reactant: [Br:1][C:2]1[CH:3]=[C:4]2[C:9](=[CH:10][CH:11]=1)[C:8](=[O:12])[NH:7][CH:6]=[C:5]2[S:13][CH:14]1[CH2:19][CH2:18][N:17]([C:20]([O:22][C:23]([CH3:26])([CH3:25])[CH3:24])=[O:21])[CH2:16][CH2:15]1.Br[CH2:28][C:29]([CH3:40])([CH3:39])[CH2:30][O:31][Si:32]([C:35]([CH3:38])([CH3:37])[CH3:36])([CH3:34])[CH3:33].C(=O)([O-])[O-].[Cs+].[Cs+]. Product: [CH2:23]([O:22][CH2:20][CH3:28])[CH3:26].[CH3:11][CH2:2][CH2:3][CH:4]([CH3:9])[CH3:5].[Br:1][C:2]1[CH:3]=[C:4]2[C:9](=[CH:10][CH:11]=1)[C:8](=[O:12])[N:7]([CH2:28][C:29]([CH3:40])([CH3:39])[CH2:30][O:31][Si:32]([C:35]([CH3:38])([CH3:37])[CH3:36])([CH3:33])[CH3:34])[CH:6]=[C:5]2[S:13][CH:14]1[CH2:15][CH2:16][N:17]([C:20]([O:22][C:23]([CH3:26])([CH3:25])[CH3:24])=[O:21])[CH2:18][CH2:19]1. The catalyst class is: 3. (5) Reactant: C(OC(=O)[NH:7][CH:8]([CH2:18][C:19]1[C:27]2[C:22](=[CH:23][CH:24]=[C:25]([O:28][CH2:29][CH3:30])[CH:26]=2)[NH:21][CH:20]=1)[C:9]([N:11]1[CH2:15][CH2:14][CH2:13][CH:12]1[C:16]#[N:17])=[O:10])(C)(C)C. Product: [NH2:7][C@@H:8]([CH2:18][C:19]1[C:27]2[C:22](=[CH:23][CH:24]=[C:25]([O:28][CH2:29][CH3:30])[CH:26]=2)[NH:21][CH:20]=1)[C:9]([N:11]1[CH2:15][CH2:14][CH2:13][C@H:12]1[C:16]#[N:17])=[O:10]. The catalyst class is: 330. (6) Reactant: [CH3:1][C:2]1[CH:23]=[CH:22][CH:21]=[C:20]([CH3:24])[C:3]=1[CH2:4][NH:5][C:6]1[C:14]2[N:13]=[C:12]([CH3:15])[N:11]([CH3:16])[C:10]=2[CH:9]=[C:8]([C:17](O)=[O:18])[CH:7]=1.[CH3:25][NH2:26].[Cl-].[NH4+]. Product: [CH3:1][C:2]1[CH:23]=[CH:22][CH:21]=[C:20]([CH3:24])[C:3]=1[CH2:4][NH:5][C:6]1[C:14]2[N:13]=[C:12]([CH3:15])[N:11]([CH3:16])[C:10]=2[CH:9]=[C:8]([C:17]([NH:26][CH3:25])=[O:18])[CH:7]=1. The catalyst class is: 213. (7) Reactant: [Cl:1][C:2]1[CH:3]=[C:4]([CH:31]=[CH:32][C:33]=1[O:34][CH3:35])[CH2:5][NH:6][C:7]1[C:12]([C:13]([NH:15][CH2:16][CH2:17][N:18]2[CH2:23][CH2:22][NH:21][CH2:20][CH2:19]2)=[O:14])=[CH:11][N:10]=[C:9]([N:24]2[CH2:30][CH2:29][C:26]3([CH2:28][CH2:27]3)[CH2:25]2)[N:8]=1.[CH2:36]=O.[BH4-].[Na+]. Product: [Cl:1][C:2]1[CH:3]=[C:4]([CH:31]=[CH:32][C:33]=1[O:34][CH3:35])[CH2:5][NH:6][C:7]1[C:12]([C:13]([NH:15][CH2:16][CH2:17][N:18]2[CH2:19][CH2:20][N:21]([CH3:36])[CH2:22][CH2:23]2)=[O:14])=[CH:11][N:10]=[C:9]([N:24]2[CH2:30][CH2:29][C:26]3([CH2:27][CH2:28]3)[CH2:25]2)[N:8]=1. The catalyst class is: 5.